Dataset: Full USPTO retrosynthesis dataset with 1.9M reactions from patents (1976-2016). Task: Predict the reactants needed to synthesize the given product. (1) Given the product [Br:1][C:2]1[CH:3]=[C:4]([CH2:8][C:9]([O:11][CH3:17])=[O:10])[CH:5]=[CH:6][CH:7]=1, predict the reactants needed to synthesize it. The reactants are: [Br:1][C:2]1[CH:3]=[C:4]([CH2:8][C:9]([OH:11])=[O:10])[CH:5]=[CH:6][CH:7]=1.S(=O)(=O)(O)O.[CH3:17]O. (2) Given the product [CH3:16][N:15]([CH3:17])[C:13](=[O:14])[C@H:9]([CH2:10][O:11][CH3:12])[NH2:8], predict the reactants needed to synthesize it. The reactants are: C(OC([NH:8][C@H:9]([C:13]([N:15]([CH3:17])[CH3:16])=[O:14])[CH2:10][O:11][CH3:12])=O)(C)(C)C.Cl.C(OCC)(=O)C. (3) Given the product [NH:1]1[C:9]2[C:4](=[CH:5][CH:6]=[C:7]([OH:18])[CH:8]=2)[CH:3]=[N:2]1, predict the reactants needed to synthesize it. The reactants are: [NH:1]1[C:9]2[C:4](=[CH:5][CH:6]=[C:7](N)[CH:8]=2)[CH:3]=[N:2]1.F[B-](F)(F)F.[H+].N([O-])=[O:18].[Na+].